Dataset: Reaction yield outcomes from USPTO patents with 853,638 reactions. Task: Predict the reaction yield, written as a fraction of the theoretical maximum amount of product (1.0 means a 100% yield; for example, 0.34 means a 34% yield). (1) The reactants are [CH3:1][O:2][C:3]1[CH:25]=[CH:24][C:6]2[C:7]([C:10]([C:12]3[CH:17]=[C:16]([O:18][CH3:19])[C:15]([O:20][CH3:21])=[C:14]([O:22][CH3:23])[CH:13]=3)=[O:11])=[CH:8][O:9][C:5]=2[C:4]=1[N+:26]([O-])=O.C([O-])=O.[NH4+].COCCOC. The catalyst is [Pd].CO. The product is [NH2:26][C:4]1[C:5]2[O:9][CH:8]=[C:7]([C:10]([C:12]3[CH:13]=[C:14]([O:22][CH3:23])[C:15]([O:20][CH3:21])=[C:16]([O:18][CH3:19])[CH:17]=3)=[O:11])[C:6]=2[CH:24]=[CH:25][C:3]=1[O:2][CH3:1]. The yield is 0.550. (2) The reactants are [Cl:1][C:2]1[C:3]([C:9]2[C:10]([C:19]3[CH:24]=[CH:23][C:22]([Cl:25])=[C:21]([O:26][CH2:27][CH2:28][CH2:29][N:30]([CH3:32])[CH3:31])[CH:20]=3)=[N:11][C:12]([C:15](OC)=[O:16])=[CH:13][CH:14]=2)=[N:4][CH:5]=[C:6]([Cl:8])[CH:7]=1.[NH2:33][C:34]1([C:40]([OH:42])=[O:41])[CH2:39][CH2:38][CH2:37][CH2:36][CH2:35]1. No catalyst specified. The product is [ClH:1].[Cl:1][C:2]1[C:3]([C:9]2[C:10]([C:19]3[CH:24]=[CH:23][C:22]([Cl:25])=[C:21]([O:26][CH2:27][CH2:28][CH2:29][N:30]([CH3:31])[CH3:32])[CH:20]=3)=[N:11][C:12]([C:15]([NH:33][C:34]3([C:40]([OH:42])=[O:41])[CH2:39][CH2:38][CH2:37][CH2:36][CH2:35]3)=[O:16])=[CH:13][CH:14]=2)=[N:4][CH:5]=[C:6]([Cl:8])[CH:7]=1. The yield is 0.500. (3) The reactants are [CH3:1][C:2]1[CH:3]=[C:4]([CH:6]=[C:7]([CH3:9])[CH:8]=1)[NH2:5].[Cl:10][CH2:11][C:12](Cl)=[O:13]. The catalyst is [OH-].[Na+].ClCCl. The product is [Cl:10][CH2:11][C:12]([NH:5][C:4]1[CH:6]=[C:7]([CH3:9])[CH:8]=[C:2]([CH3:1])[CH:3]=1)=[O:13]. The yield is 0.940. (4) The reactants are [O:1]1[CH2:6][CH2:5][N:4]([CH2:7][C:8]2[CH:9]=[C:10]([CH:14]=[CH:15][CH:16]=2)[C:11]([OH:13])=O)[CH2:3][CH2:2]1.[NH2:17][CH2:18][CH:19]([OH:31])[CH2:20][N:21]1[CH2:30][CH2:29][C:28]2[C:23](=[CH:24][CH:25]=[CH:26][CH:27]=2)[CH2:22]1.C1N(P(Cl)(N2C(=O)OCC2)=O)C(=O)OC1. The catalyst is CC#N. The product is [CH2:22]1[C:23]2[C:28](=[CH:27][CH:26]=[CH:25][CH:24]=2)[CH2:29][CH2:30][N:21]1[CH2:20][CH:19]([OH:31])[CH2:18][NH:17][C:11](=[O:13])[C:10]1[CH:14]=[CH:15][CH:16]=[C:8]([CH2:7][N:4]2[CH2:3][CH2:2][O:1][CH2:6][CH2:5]2)[CH:9]=1. The yield is 0.0360. (5) The catalyst is O1CCOCC1.O.C1C=CC([P]([Pd]([P](C2C=CC=CC=2)(C2C=CC=CC=2)C2C=CC=CC=2)([P](C2C=CC=CC=2)(C2C=CC=CC=2)C2C=CC=CC=2)[P](C2C=CC=CC=2)(C2C=CC=CC=2)C2C=CC=CC=2)(C2C=CC=CC=2)C2C=CC=CC=2)=CC=1. The product is [NH2:1][C:2]1[N:7]=[CH:6][N:5]=[C:4]2[N:8]([CH2:12][C@@H:13]3[CH2:17][CH2:16][CH2:15][N:14]3[C:18]([O:20][C:21]([CH3:24])([CH3:23])[CH3:22])=[O:19])[N:9]=[C:10]([C:32]3[CH:31]=[CH:30][C:29]([O:28][C:27]4[CH:38]=[CH:39][CH:40]=[CH:41][C:26]=4[F:25])=[CH:34][CH:33]=3)[C:3]=12. The reactants are [NH2:1][C:2]1[N:7]=[CH:6][N:5]=[C:4]2[N:8]([CH2:12][C@H:13]3[CH2:17][CH2:16][CH2:15][N:14]3[C:18]([O:20][C:21]([CH3:24])([CH3:23])[CH3:22])=[O:19])[N:9]=[C:10](I)[C:3]=12.[F:25][C:26]1[CH:41]=[CH:40][CH:39]=[CH:38][C:27]=1[O:28][C:29]1[CH:34]=[CH:33][C:32](B(O)O)=[CH:31][CH:30]=1.C(=O)([O-])[O-].[Na+].[Na+]. The yield is 0.590. (6) The reactants are [C:1]([O:5][C:6]([N:8]1[CH2:13][CH2:12][CH:11]([N:14]2[C:18]3=[N:19][CH:20]=[N:21][C:22](Cl)=[C:17]3[CH:16]=[N:15]2)[CH2:10][CH2:9]1)=[O:7])([CH3:4])([CH3:3])[CH3:2].[CH3:24][S:25]([C:28]1[N:33]=[C:32]([CH3:34])[C:31]([NH2:35])=[CH:30][CH:29]=1)(=[O:27])=[O:26].CC(C)([O-])C.[Na+].C(OCC)(=O)C. The catalyst is CN(C)C=O.C([O-])(=O)C.[Pd+2].C([O-])(=O)C.C(N1CCN2CCN(CC(C)C)P1N(CC(C)C)CC2)C(C)C.O. The product is [C:1]([O:5][C:6]([N:8]1[CH2:13][CH2:12][CH:11]([N:14]2[C:18]3=[N:19][CH:20]=[N:21][C:22]([NH:35][C:31]4[C:32]([CH3:34])=[N:33][C:28]([S:25]([CH3:24])(=[O:27])=[O:26])=[CH:29][CH:30]=4)=[C:17]3[CH:16]=[N:15]2)[CH2:10][CH2:9]1)=[O:7])([CH3:4])([CH3:3])[CH3:2]. The yield is 0.460.